This data is from Experimental lipophilicity measurements (octanol/water distribution) for 4,200 compounds from AstraZeneca. The task is: Regression/Classification. Given a drug SMILES string, predict its absorption, distribution, metabolism, or excretion properties. Task type varies by dataset: regression for continuous measurements (e.g., permeability, clearance, half-life) or binary classification for categorical outcomes (e.g., BBB penetration, CYP inhibition). For this dataset (lipophilicity_astrazeneca), we predict Y. (1) The molecule is CCOC(=O)[C@H](Cc1ccc(O)cc1)NC(=O)c1cccc2ccccc12. The Y is 3.12 logD. (2) The compound is N#CCNC(=O)[C@@H]1CCCC[C@H]1C(=O)N1CCN(c2ccc(C#N)cc2)CC1. The Y is 1.79 logD. (3) The drug is Cc1cc(C)cc(-c2[nH]c3sc(C(C)(C)C(=O)N4C5CCC4CC5)cc3c2CCN2CCN(CC(=O)N(C)C)CC2)c1. The Y is 4.13 logD.